Dataset: Catalyst prediction with 721,799 reactions and 888 catalyst types from USPTO. Task: Predict which catalyst facilitates the given reaction. (1) Reactant: [CH3:1][O:2][C:3]1[CH:4]=[C:5]2[C:10](=[CH:11][CH:12]=1)[CH:9]=[C:8](B(O)O)[CH:7]=[CH:6]2.Br[C:17]1[CH:18]=[C:19]([CH:21]=[CH:22][CH:23]=1)[NH2:20].C([O-])([O-])=O.[Na+].[Na+]. Product: [CH3:1][O:2][C:3]1[CH:4]=[C:5]2[C:10](=[CH:11][CH:12]=1)[CH:9]=[C:8]([C:17]1[CH:18]=[C:19]([NH2:20])[CH:21]=[CH:22][CH:23]=1)[CH:7]=[CH:6]2. The catalyst class is: 104. (2) Reactant: [Cl:1][C:2]1[CH:11]=[CH:10][C:9]([F:12])=[C:8]2[C:3]=1[CH:4]=[C:5]([C:13]1[C:14]([NH2:28])=[N:15][CH:16]=[C:17](B3OC(C)(C)C(C)(C)O3)[CH:18]=1)[N:6]=[CH:7]2.C[O:30][C:31]([C@@H:33]1[CH2:37][C@H:36]([N:38]2[CH:42]=[C:41](I)[CH:40]=[N:39]2)[CH2:35][N:34]1C(OCC1C=CC=CC=1)=O)=[O:32].[F-].[K+].O1CCOCC1. Product: [NH2:28][C:14]1[N:15]=[CH:16][C:17]([C:41]2[CH:40]=[N:39][N:38]([C@@H:36]3[CH2:35][NH:34][C@H:33]([C:31]([OH:32])=[O:30])[CH2:37]3)[CH:42]=2)=[CH:18][C:13]=1[C:5]1[N:6]=[CH:7][C:8]2[C:3]([CH:4]=1)=[C:2]([Cl:1])[CH:11]=[CH:10][C:9]=2[F:12]. The catalyst class is: 103. (3) Reactant: [C:1]([NH:4][C:5]1[CH:6]=[C:7]2[C:12](=[CH:13][CH:14]=1)[CH:11]=[C:10]([S:15](Cl)(=[O:17])=[O:16])[CH:9]=[CH:8]2)(=[O:3])[CH3:2].[CH2:19]([NH2:26])[C:20]1[CH:25]=[CH:24][CH:23]=[CH:22][CH:21]=1.C(N(CC)CC)C.[OH2:34]. Product: [C:25]([O:3][CH2:1][CH3:2])(=[O:34])[CH3:20].[CH:5]([O:34][CH:20]([CH3:21])[CH3:19])([CH3:6])[CH3:14].[C:1]([NH:4][C:5]1[CH:6]=[C:7]2[C:12](=[CH:13][CH:14]=1)[CH:11]=[C:10]([S:15]([NH:26][CH2:19][C:20]1[CH:25]=[CH:24][CH:23]=[CH:22][CH:21]=1)(=[O:17])=[O:16])[CH:9]=[CH:8]2)(=[O:3])[CH3:2]. The catalyst class is: 7. (4) Reactant: [C:1]([C:4]1[CH:18]=[CH:17][C:7]([O:8][CH2:9][C:10]([N:12]2[CH2:16][CH2:15][CH2:14][CH2:13]2)=[O:11])=[CH:6][CH:5]=1)(=O)[CH3:2].[CH2:19]([NH2:22])[CH2:20][NH2:21]. Product: [NH2:21][CH2:20][CH2:19][NH:22][CH:1]([C:4]1[CH:18]=[CH:17][C:7]([O:8][CH2:9][C:10]([N:12]2[CH2:16][CH2:15][CH2:14][CH2:13]2)=[O:11])=[CH:6][CH:5]=1)[CH3:2]. The catalyst class is: 15. (5) Reactant: [CH3:1][C:2]([O:5][C:6]([N:8]([CH3:15])[C@H:9]([C:12]([OH:14])=O)[CH2:10][OH:11])=[O:7])([CH3:4])[CH3:3].Cl.CN(C)CCCN=C=NCC.ON1C2C=CC=CC=2N=N1.[Cl:38][C:39]1[C:44]([C:45]([F:48])([F:47])[F:46])=[CH:43][CH:42]=[CH:41][C:40]=1[CH2:49][NH2:50]. Product: [Cl:38][C:39]1[C:44]([C:45]([F:47])([F:48])[F:46])=[CH:43][CH:42]=[CH:41][C:40]=1[CH2:49][NH:50][C:12](=[O:14])[CH:9]([N:8]([CH3:15])[C:6](=[O:7])[O:5][C:2]([CH3:1])([CH3:3])[CH3:4])[CH2:10][OH:11]. The catalyst class is: 4. (6) Reactant: [Br:1][C:2]1[C:3]([CH3:9])=[CH:4][C:5]([OH:8])=[N:6][CH:7]=1.C(Cl)(Cl)=S.[CH:14]([Cl:17])([Cl:16])[Cl:15]. Product: [Br:1][C:2]1[C:3]([CH3:9])=[CH:4][C:5]([O:8][C:14]([Cl:17])([Cl:16])[Cl:15])=[N:6][CH:7]=1. The catalyst class is: 74. (7) Reactant: [CH2:1]([OH:6])[CH2:2][CH2:3][C:4]#[CH:5].I[C:8]1[C:17]2[C:12](=[CH:13][CH:14]=[CH:15][CH:16]=2)[CH:11]=[CH:10][CH:9]=1.C(N(CC)CC)C. Product: [C:16]1([C:5]#[C:4][CH2:3][CH2:2][CH2:1][OH:6])[C:17]2[C:12](=[CH:11][CH:10]=[CH:9][CH:8]=2)[CH:13]=[CH:14][CH:15]=1. The catalyst class is: 10. (8) Reactant: [H-].[Na+].[N+:3]([C:6]1[C:14]2[NH:13][C:12](=[O:15])[N:11]([CH2:16][C:17]([O:19][C:20]([CH3:23])([CH3:22])[CH3:21])=[O:18])[C:10]=2[CH:9]=[CH:8][CH:7]=1)([O-:5])=[O:4].Br[CH2:25][CH2:26][CH2:27][C:28]([O:30][CH3:31])=[O:29]. Product: [C:20]([O:19][C:17](=[O:18])[CH2:16][N:11]1[C:10]2[CH:9]=[CH:8][CH:7]=[C:6]([N+:3]([O-:5])=[O:4])[C:14]=2[N:13]([CH2:25][CH2:26][CH2:27][C:28]([O:30][CH3:31])=[O:29])[C:12]1=[O:15])([CH3:23])([CH3:22])[CH3:21]. The catalyst class is: 3. (9) Reactant: [F:1][C:2]1[C:3]([N:10]2[CH:14]=[C:13]([CH3:15])[N:12]=[CH:11]2)=[C:4]([CH:7]=[CH:8][CH:9]=1)[C:5]#[N:6].[CH3:16][N+:17]([CH3:19])=[CH2:18].[I-]. Product: [CH3:16][N:17]([CH2:19][C:14]1[N:10]([C:3]2[C:2]([F:1])=[CH:9][CH:8]=[CH:7][C:4]=2[C:5]#[N:6])[CH:11]=[N:12][C:13]=1[CH3:15])[CH3:18]. The catalyst class is: 3.